Dataset: Merck oncology drug combination screen with 23,052 pairs across 39 cell lines. Task: Regression. Given two drug SMILES strings and cell line genomic features, predict the synergy score measuring deviation from expected non-interaction effect. (1) Drug 1: COc1cc(C2c3cc4c(cc3C(OC3OC5COC(C)OC5C(O)C3O)C3COC(=O)C23)OCO4)cc(OC)c1O. Drug 2: CC1(c2nc3c(C(N)=O)cccc3[nH]2)CCCN1. Cell line: NCIH2122. Synergy scores: synergy=14.8. (2) Drug 1: CCC1(O)C(=O)OCc2c1cc1n(c2=O)Cc2cc3c(CN(C)C)c(O)ccc3nc2-1. Drug 2: CNC(=O)c1cc(Oc2ccc(NC(=O)Nc3ccc(Cl)c(C(F)(F)F)c3)cc2)ccn1. Cell line: DLD1. Synergy scores: synergy=10.3. (3) Drug 1: O=P1(N(CCCl)CCCl)NCCCO1. Drug 2: CC(C)CC(NC(=O)C(Cc1ccccc1)NC(=O)c1cnccn1)B(O)O. Cell line: UWB1289BRCA1. Synergy scores: synergy=-16.0. (4) Drug 1: CCc1cnn2c(NCc3ccc[n+]([O-])c3)cc(N3CCCCC3CCO)nc12. Drug 2: Cn1cc(-c2cnn3c(N)c(Br)c(C4CCCNC4)nc23)cn1. Cell line: NCIH2122. Synergy scores: synergy=-22.2.